Predict the reactants needed to synthesize the given product. From a dataset of Full USPTO retrosynthesis dataset with 1.9M reactions from patents (1976-2016). (1) Given the product [CH2:2]1[C:3]2([CH2:7][CH2:6][C@H:5]([CH:8]=[O:9])[O:4]2)[CH2:1]1, predict the reactants needed to synthesize it. The reactants are: [CH2:1]1[C:3]2([CH2:7][CH2:6][C@H:5]([CH2:8][OH:9])[O:4]2)[CH2:2]1.CC(OI1(OC(C)=O)(OC(C)=O)OC(=O)C2C=CC=CC1=2)=O.CCCCCC. (2) Given the product [CH:1]1([C:4]2[O:5][CH:6]=[C:7]([C:9]3[CH:25]=[CH:24][C:12]([CH2:13][NH:14][CH2:15][CH2:16][C:17]4[CH:18]=[CH:19][C:20]([O:23][C:36]([CH3:38])([CH3:37])[C:35]([O:34][CH2:32][CH3:33])=[O:40])=[CH:21][CH:22]=4)=[CH:11][CH:10]=3)[N:8]=2)[CH2:3][CH2:2]1, predict the reactants needed to synthesize it. The reactants are: [CH:1]1([C:4]2[O:5][CH:6]=[C:7]([C:9]3[CH:25]=[CH:24][C:12]([CH2:13][NH:14][CH2:15][CH2:16][C:17]4[CH:22]=[CH:21][C:20]([OH:23])=[CH:19][CH:18]=4)=[CH:11][CH:10]=3)[N:8]=2)[CH2:3][CH2:2]1.C([O-])([O-])=O.[Cs+].[Cs+].[CH2:32]([O:34][C:35](=[O:40])[C:36](Br)([CH3:38])[CH3:37])[CH3:33].FC(F)(F)OC1C=CC(CBr)=CC=1. (3) Given the product [C:6]([C:10]1[CH:11]=[CH:12][C:13]([O:16][CH2:1][C@@H:3]2[CH2:4][O:5]2)=[CH:14][CH:15]=1)([CH3:9])([CH3:7])[CH3:8], predict the reactants needed to synthesize it. The reactants are: [CH2:1]([C@@H:3]1[O:5][CH2:4]1)Cl.[C:6]([C:10]1[CH:15]=[CH:14][C:13]([OH:16])=[CH:12][CH:11]=1)([CH3:9])([CH3:8])[CH3:7].[OH-].[Na+]. (4) Given the product [Cl:9][C:6]1[N:5]=[CH:4][C:3]([C:10]([N:12]2[CH2:13][CH2:14][CH:15]([C:18]3[CH:23]=[CH:22][C:21]([F:24])=[CH:20][CH:19]=3)[CH2:16][CH2:17]2)=[O:11])=[C:2]([NH:30][C:29]2[CH:31]=[CH:32][C:26]([Cl:25])=[CH:27][C:28]=2[F:33])[C:7]=1[CH3:8], predict the reactants needed to synthesize it. The reactants are: Cl[C:2]1[C:7]([CH3:8])=[C:6]([Cl:9])[N:5]=[CH:4][C:3]=1[C:10]([N:12]1[CH2:17][CH2:16][CH:15]([C:18]2[CH:23]=[CH:22][C:21]([F:24])=[CH:20][CH:19]=2)[CH2:14][CH2:13]1)=[O:11].[Cl:25][C:26]1[CH:32]=[CH:31][C:29]([NH2:30])=[C:28]([F:33])[CH:27]=1.